Dataset: Catalyst prediction with 721,799 reactions and 888 catalyst types from USPTO. Task: Predict which catalyst facilitates the given reaction. Reactant: [C:1]([O:5][C:6]([C@@H:8]1[CH2:12][CH2:11][C:10](=[O:13])[NH:9]1)=[O:7])([CH3:4])([CH3:3])[CH3:2].[H-].[Na+].F[C:17]1[CH:22]=[CH:21][C:20]([N+:23]([O-:25])=[O:24])=[CH:19][CH:18]=1.[Cl-].[NH4+]. Product: [C:1]([O:5][C:6]([C@@H:8]1[CH2:12][CH2:11][C:10](=[O:13])[N:9]1[C:17]1[CH:22]=[CH:21][C:20]([N+:23]([O-:25])=[O:24])=[CH:19][CH:18]=1)=[O:7])([CH3:4])([CH3:2])[CH3:3]. The catalyst class is: 16.